The task is: Regression. Given a peptide amino acid sequence and an MHC pseudo amino acid sequence, predict their binding affinity value. This is MHC class II binding data.. This data is from Peptide-MHC class II binding affinity with 134,281 pairs from IEDB. (1) The peptide sequence is KTFEREYPTIKQKKPHHHHHH. The MHC is DRB1_0301 with pseudo-sequence DRB1_0301. The binding affinity (normalized) is 0.458. (2) The peptide sequence is FVAAAKYMVIQGEPG. The MHC is HLA-DPA10103-DPB10401 with pseudo-sequence HLA-DPA10103-DPB10401. The binding affinity (normalized) is 0.502. (3) The peptide sequence is EKDSPFKLSSSEPHC. The MHC is H-2-IAb with pseudo-sequence H-2-IAb. The binding affinity (normalized) is 0.360. (4) The peptide sequence is PGDSLAEVELRQHGS. The MHC is HLA-DQA10501-DQB10201 with pseudo-sequence HLA-DQA10501-DQB10201. The binding affinity (normalized) is 0.331.